Dataset: Retrosynthesis with 50K atom-mapped reactions and 10 reaction types from USPTO. Task: Predict the reactants needed to synthesize the given product. (1) Given the product COC(CCn1cc(-c2cnccc2C)c(=O)[nH]c1=O)OC, predict the reactants needed to synthesize it. The reactants are: COC(CCBr)OC.Cc1ccncc1-c1c[nH]c(=O)[nH]c1=O. (2) Given the product CCOC(=O)C(C)=NNc1ccc(Cl)cc1C, predict the reactants needed to synthesize it. The reactants are: CCOC(=O)C(C)=O.Cc1cc(Cl)ccc1NN.